Dataset: Full USPTO retrosynthesis dataset with 1.9M reactions from patents (1976-2016). Task: Predict the reactants needed to synthesize the given product. (1) Given the product [CH3:26][O:25][CH2:24][CH2:23][O:22][CH2:21][CH2:20][O:1][C:2]1[CH:3]=[CH:4][C:5]([C:6]([O:8][CH2:9][CH3:10])=[O:7])=[CH:11][CH:12]=1, predict the reactants needed to synthesize it. The reactants are: [OH:1][C:2]1[CH:12]=[CH:11][C:5]([C:6]([O:8][CH2:9][CH3:10])=[O:7])=[CH:4][CH:3]=1.C(=O)([O-])[O-].[K+].[K+].Br[CH2:20][CH2:21][O:22][CH2:23][CH2:24][O:25][CH3:26]. (2) Given the product [CH3:27][N:28]([CH2:34][CH:33]1[C:30](=[O:31])[C:13]2[C:14]3[C:6](=[CH:5][CH:4]=[CH:3][CH:2]=3)[N:7]([CH2:15][C:16]3[CH:17]=[CH:18][C:19]([C:20]([O:22][CH3:23])=[O:21])=[CH:24][CH:25]=3)[C:8]=2[CH2:9][C:32]1([CH3:38])[CH3:37])[CH3:29], predict the reactants needed to synthesize it. The reactants are: O=[C:2]1[C:14]2[C:13]3[C:8](=[CH:9]C=CC=3)[N:7]([CH2:15][C:16]3[CH:25]=[CH:24][C:19]([C:20]([O:22][CH3:23])=[O:21])=[CH:18][CH:17]=3)[C:6]=2[CH2:5][CH2:4][CH2:3]1.Cl.[CH3:27][NH:28][CH3:29].[CH2:30]=[O:31].[C:32]1([CH3:38])[CH:37]=CC=[CH:34][CH:33]=1. (3) Given the product [F:46][C:44]1[CH:43]=[C:42]([F:47])[CH:41]=[C:40]2[C:45]=1[C:36]([NH:55][C:56]1[CH:57]=[C:58]([NH:68][C:69](=[O:71])[CH3:70])[CH:59]=[C:60]([N:62]3[CH2:67][CH2:66][O:65][CH2:64][CH2:63]3)[CH:61]=1)=[C:37]([CH3:54])[C:38]([C:48]1[CH:53]=[CH:52][CH:51]=[CH:50][N:49]=1)=[N:39]2, predict the reactants needed to synthesize it. The reactants are: CC(C1C=C(C(C)C)C(C2C=CC=CC=2P(C2CCCCC2)C2CCCCC2)=C(C(C)C)C=1)C.Cl[C:36]1[C:45]2[C:40](=[CH:41][C:42]([F:47])=[CH:43][C:44]=2[F:46])[N:39]=[C:38]([C:48]2[CH:53]=[CH:52][CH:51]=[CH:50][N:49]=2)[C:37]=1[CH3:54].[NH2:55][C:56]1[CH:57]=[C:58]([NH:68][C:69](=[O:71])[CH3:70])[CH:59]=[C:60]([N:62]2[CH2:67][CH2:66][O:65][CH2:64][CH2:63]2)[CH:61]=1.C(=O)([O-])[O-].[K+].[K+]. (4) The reactants are: [C:1]([C:5]1[O:9][C:8](=[NH:10])[N:7]([CH2:11][C@H:12]2[CH2:16][CH2:15][CH2:14][O:13]2)[CH:6]=1)([CH3:4])([CH3:3])[CH3:2].CCN=C=NCCCN(C)C.Cl.ON1C2C=CC=CC=2N=N1.C(N(CC)CC)C.[Cl:46][C:47]1[CH:48]=[CH:49][C:50]([O:56][CH3:57])=[C:51]([CH:55]=1)[C:52](O)=[O:53]. Given the product [C:1]([C:5]1[O:9][C:8](=[N:10][C:52](=[O:53])[C:51]2[CH:55]=[C:47]([Cl:46])[CH:48]=[CH:49][C:50]=2[O:56][CH3:57])[N:7]([CH2:11][C@H:12]2[CH2:16][CH2:15][CH2:14][O:13]2)[CH:6]=1)([CH3:4])([CH3:2])[CH3:3], predict the reactants needed to synthesize it. (5) Given the product [CH3:46][C@@H:45]1[O:44][C:43](=[O:47])[N:42]([CH2:48][CH2:49][S:50][C:51]2[S:52][CH:53]=[C:54]([C:56]([O:58][CH2:59][CH2:60][CH2:61][CH3:62])=[O:57])[N:55]=2)[C@H:41]1/[CH:39]=[CH:4]/[CH2:3][C:2]([CH3:1])([O:24][Si:25]([CH3:27])([CH3:26])[CH3:28])[CH2:19][CH2:20][CH2:21][CH2:22][CH3:23], predict the reactants needed to synthesize it. The reactants are: [CH3:1][C:2]([O:24][Si:25]([CH3:28])([CH3:27])[CH3:26])([CH2:19][CH2:20][CH2:21][CH2:22][CH3:23])[CH2:3][CH2:4]S(C1N(C2C=CC=CC=2)N=NN=1)(=O)=O.C[Si](C)(C)[N-][Si](C)(C)C.[K+].[CH:39]([C@H:41]1[C@H:45]([CH3:46])[O:44][C:43](=[O:47])[N:42]1[CH2:48][CH2:49][S:50][C:51]1[S:52][CH:53]=[C:54]([C:56]([O:58][CH2:59][CH2:60][CH2:61][CH3:62])=[O:57])[N:55]=1)=O.C(=O)(O)[O-].[Na+]. (6) Given the product [F:7][C:8]1[CH:13]=[CH:12][C:11]([O:14][CH3:15])=[CH:10][C:9]=1[C:16]1[CH:17]=[CH:18][C:19]([CH2:27][OH:28])=[N:20][C:21]=1[O:22][CH2:23][CH:24]([CH3:25])[CH3:26], predict the reactants needed to synthesize it. The reactants are: [H-].[Al+3].[Li+].[H-].[H-].[H-].[F:7][C:8]1[CH:13]=[CH:12][C:11]([O:14][CH3:15])=[CH:10][C:9]=1[C:16]1[CH:17]=[CH:18][C:19]([C:27](OC)=[O:28])=[N:20][C:21]=1[O:22][CH2:23][CH:24]([CH3:26])[CH3:25].O.[OH-].[Na+]. (7) The reactants are: C([O:3][C:4](=[O:34])[CH2:5][N:6]1[C:14]2[C:9](=[CH:10][C:11]([F:15])=[CH:12][CH:13]=2)[C:8]([CH2:16][C:17]2[CH:22]=[CH:21][CH:20]=[CH:19][C:18]=2[S:23]([CH2:26][C:27]2[CH:32]=[CH:31][CH:30]=[CH:29][CH:28]=2)(=[O:25])=[O:24])=[C:7]1[CH3:33])C.[OH-].[K+]. Given the product [CH2:26]([S:23]([C:18]1[CH:19]=[CH:20][CH:21]=[CH:22][C:17]=1[CH2:16][C:8]1[C:9]2[C:14](=[CH:13][CH:12]=[C:11]([F:15])[CH:10]=2)[N:6]([CH2:5][C:4]([OH:34])=[O:3])[C:7]=1[CH3:33])(=[O:24])=[O:25])[C:27]1[CH:28]=[CH:29][CH:30]=[CH:31][CH:32]=1, predict the reactants needed to synthesize it.